This data is from Reaction yield outcomes from USPTO patents with 853,638 reactions. The task is: Predict the reaction yield, written as a fraction of the theoretical maximum amount of product (1.0 means a 100% yield; for example, 0.34 means a 34% yield). (1) The reactants are [NH2:1][C:2]1[CH:3]=[N:4][CH:5]=[CH:6][C:7]=1[N:8]1[CH2:13][C@H:12]([C:14]([F:17])([F:16])[F:15])[CH2:11][C@H:10]([NH:18][C:19](=[O:25])[O:20][C:21]([CH3:24])([CH3:23])[CH3:22])[CH2:9]1.[C:26]([O:30][C:31]([NH:33][C:34]1[O:42][C:41]2[C:36](=[N:37][CH:38]=[C:39]([C:43]3[CH:44]=[N:45][CH:46]=[N:47][CH:48]=3)[CH:40]=2)[C:35]=1[C:49](O)=[O:50])=[O:32])([CH3:29])([CH3:28])[CH3:27].CCN(C(C)C)C(C)C.CN(C(ON1N=NC2C=CC=NC1=2)=[N+](C)C)C.F[P-](F)(F)(F)(F)F. The catalyst is ClCCCl. The product is [C:26]([O:30][C:31]([NH:33][C:34]1[O:42][C:41]2[C:36](=[N:37][CH:38]=[C:39]([C:43]3[CH:48]=[N:47][CH:46]=[N:45][CH:44]=3)[CH:40]=2)[C:35]=1[C:49]([NH:1][C:2]1[CH:3]=[N:4][CH:5]=[CH:6][C:7]=1[N:8]1[CH2:13][C@H:12]([C:14]([F:16])([F:15])[F:17])[CH2:11][C@H:10]([NH:18][C:19](=[O:25])[O:20][C:21]([CH3:22])([CH3:24])[CH3:23])[CH2:9]1)=[O:50])=[O:32])([CH3:29])([CH3:27])[CH3:28]. The yield is 0.150. (2) The reactants are C(OC([N:8]1[CH2:16][CH2:15][C:14]2[NH:13][C:12]3[N:17]=[CH:18][CH:19]=[C:20](Cl)[C:11]=3[C:10]=2[CH2:9]1)=O)(C)(C)C.[CH3:22][O:23][C:24]1[CH:29]=[CH:28][C:27]([NH2:30])=[CH:26][CH:25]=1.CC(C1C=C(C(C)C)C(C2C=CC=CC=2P(C2CCCCC2)C2CCCCC2)=C(C(C)C)C=1)C.[OH-].[K+]. The catalyst is C(O)(CC)(C)C.CC([O-])=O.CC([O-])=O.[Pd+2]. The product is [CH3:22][O:23][C:24]1[CH:29]=[CH:28][C:27]([NH:30][C:20]2[C:11]3[C:10]4[CH2:9][NH:8][CH2:16][CH2:15][C:14]=4[NH:13][C:12]=3[N:17]=[CH:18][CH:19]=2)=[CH:26][CH:25]=1. The yield is 0.0300. (3) The reactants are Cl[C:2]1[C:11]2[C:6](=[CH:7][CH:8]=[CH:9][C:10]=2[O:12][CH:13]2[CH2:18][CH2:17][N:16]([CH3:19])[CH2:15][CH2:14]2)[N:5]=[CH:4][N:3]=1.[Cl:20][C:21]1[CH:22]=[C:23]([CH:25]=[CH:26][C:27]=1[S:28][C:29]1[N:30]([CH3:34])[CH:31]=[CH:32][N:33]=1)[NH2:24].Cl. The catalyst is CC(N(C)C)=O.C(OCC)C.CC(C)=O. The product is [Cl:20][C:21]1[CH:22]=[C:23]([CH:25]=[CH:26][C:27]=1[S:28][C:29]1[N:30]([CH3:34])[CH:31]=[CH:32][N:33]=1)[NH:24][C:2]1[C:11]2[C:6](=[CH:7][CH:8]=[CH:9][C:10]=2[O:12][CH:13]2[CH2:18][CH2:17][N:16]([CH3:19])[CH2:15][CH2:14]2)[N:5]=[CH:4][N:3]=1. The yield is 0.670. (4) The reactants are [Br:1]Br.[C:3]([C:6]1[C:7](=[O:27])[O:8][C:9]2[C:14]([CH:15]=1)=[CH:13][CH:12]=[C:11]([O:16][CH2:17][CH2:18][NH:19][C:20](=[O:26])[O:21][C:22]([CH3:25])([CH3:24])[CH3:23])[CH:10]=2)(=[O:5])[CH3:4].C(Cl)(Cl)Cl.CCO. The catalyst is C(Cl)Cl. The product is [Br:1][CH2:4][C:3]([C:6]1[C:7](=[O:27])[O:8][C:9]2[C:14]([CH:15]=1)=[CH:13][CH:12]=[C:11]([O:16][CH2:17][CH2:18][NH:19][C:20](=[O:26])[O:21][C:22]([CH3:23])([CH3:25])[CH3:24])[CH:10]=2)=[O:5]. The yield is 0.500. (5) The reactants are [CH:1]([C:3]1[O:11][C:10]2[C:9]([C:12]3[CH2:17][CH2:16][N:15]([S:18]([N:21]([CH3:23])[CH3:22])(=[O:20])=[O:19])[CH2:14][CH:13]=3)=[CH:8][N:7]=[CH:6][C:5]=2[CH:4]=1)=O.[S:24]1[CH2:30][C:28](=[O:29])[NH:27][C:25]1=S.C([O-])(=[O:33])C.[Na+]. The catalyst is C(O)(=O)C. The product is [O:33]=[C:25]1[NH:27][C:28](=[O:29])/[C:30](=[CH:1]/[C:3]2[O:11][C:10]3[C:9]([C:12]4[CH2:17][CH2:16][N:15]([S:18]([N:21]([CH3:22])[CH3:23])(=[O:19])=[O:20])[CH2:14][CH:13]=4)=[CH:8][N:7]=[CH:6][C:5]=3[CH:4]=2)/[S:24]1. The yield is 0.500.